This data is from Reaction yield outcomes from USPTO patents with 853,638 reactions. The task is: Predict the reaction yield, written as a fraction of the theoretical maximum amount of product (1.0 means a 100% yield; for example, 0.34 means a 34% yield). (1) The reactants are [NH2:1][C:2]1[C:3]([O:20][CH3:21])=[CH:4][C:5]([CH:17]([CH3:19])[CH3:18])=[C:6]([CH:16]=1)[O:7][C:8]1[C:9]([NH2:15])=[N:10][C:11]([NH2:14])=[N:12][CH:13]=1.[Cl:22][CH2:23][CH2:24][CH2:25][C:26](Cl)=[O:27].O.C([O-])([O-])=O.[Na+].[Na+]. The catalyst is C(Cl)(Cl)Cl.C(Cl)Cl. The product is [Cl:22][CH2:23][CH2:24][CH2:25][C:26]([NH:1][C:2]1[CH:16]=[C:6]([O:7][C:8]2[C:9]([NH2:15])=[N:10][C:11]([NH2:14])=[N:12][CH:13]=2)[C:5]([CH:17]([CH3:19])[CH3:18])=[CH:4][C:3]=1[O:20][CH3:21])=[O:27]. The yield is 0.910. (2) The reactants are [C:1]([C:3]1[C:8](=[O:9])[CH:7]=[CH:6][N:5]([C:10]2[CH:15]=[CH:14][CH:13]=[C:12]([C:16]([F:19])([F:18])[F:17])[CH:11]=2)[N:4]=1)#[CH:2].[OH:20][N:21]=[C:22](Cl)[C:23]1[CH:28]=[CH:27][CH:26]=[CH:25][CH:24]=1.CCN(CC)CC. The catalyst is C1COCC1. The product is [C:23]1([C:22]2[C:1]([C:3]3[C:8](=[O:9])[CH:7]=[CH:6][N:5]([C:10]4[CH:15]=[CH:14][CH:13]=[C:12]([C:16]([F:19])([F:18])[F:17])[CH:11]=4)[N:4]=3)=[CH:2][O:20][N:21]=2)[CH:28]=[CH:27][CH:26]=[CH:25][CH:24]=1. The yield is 0.550. (3) The reactants are [CH2:1]([CH:4]1[S:9](=[O:11])(=[O:10])[N:8]([C:12]2[CH:17]=[CH:16][CH:15]=[CH:14][CH:13]=2)[C:7]2[CH:18]=[CH:19][CH:20]=[CH:21][C:6]=2[CH2:5]1)[CH:2]=[CH2:3].C12BC(CCC1)CCC2.[OH-:31].[Na+].OO. The catalyst is O1CCCC1. The product is [O:10]=[S:9]1(=[O:11])[CH:4]([CH2:1][CH2:2][CH2:3][OH:31])[CH2:5][C:6]2[CH:21]=[CH:20][CH:19]=[CH:18][C:7]=2[N:8]1[C:12]1[CH:13]=[CH:14][CH:15]=[CH:16][CH:17]=1. The yield is 0.750. (4) The reactants are [OH:1][C:2]1([C:30]([F:33])([F:32])[F:31])[C:14]2[CH:13]=[C:12]([CH3:15])[CH:11]=[C:10]([C:16]3[CH:17]=[N:18][N:19]([CH2:21][CH2:22][C:23]([O:25]C(C)(C)C)=[O:24])[CH:20]=3)[C:9]=2[C:8]2[C:3]1=[CH:4][CH:5]=[CH:6][CH:7]=2.FC(F)(F)C(O)=O. The catalyst is O1CCOCC1. The product is [OH:1][C:2]1([C:30]([F:32])([F:33])[F:31])[C:14]2[CH:13]=[C:12]([CH3:15])[CH:11]=[C:10]([C:16]3[CH:17]=[N:18][N:19]([CH2:21][CH2:22][C:23]([OH:25])=[O:24])[CH:20]=3)[C:9]=2[C:8]2[C:3]1=[CH:4][CH:5]=[CH:6][CH:7]=2. The yield is 0.960. (5) The reactants are [Br:1][C:2]1[CH:6]=[CH:5][NH:4][CH:3]=1.[H-].[Na+].Cl[CH2:10][CH2:11][N:12]1[CH2:16][CH2:15][CH2:14][CH2:13]1. The catalyst is CN(C=O)C. The product is [Br:1][C:2]1[CH:6]=[CH:5][N:4]([CH2:10][CH2:11][N:12]2[CH2:16][CH2:15][CH2:14][CH2:13]2)[CH:3]=1. The yield is 0.310. (6) The reactants are Cl.[Cl:2][C:3]1[CH:8]=[CH:7][C:6]([CH2:9][CH2:10][C:11](=O)[CH2:12][N:13]2[CH:17]=[CH:16][N:15]=[CH:14]2)=[CH:5][CH:4]=1.[CH2:19]([SH:22])[CH2:20][SH:21]. No catalyst specified. The product is [ClH:2].[Cl:2][C:3]1[CH:8]=[CH:7][C:6]([CH2:9][CH2:10][C:11]2([CH2:12][N:13]3[CH:17]=[CH:16][N:15]=[CH:14]3)[S:22][CH2:19][CH2:20][S:21]2)=[CH:5][CH:4]=1. The yield is 0.320. (7) The reactants are [C:1]([S:4][C@@H:5]1[CH2:9][N:8]([C:10]([O:12][CH2:13][CH:14]=[CH2:15])=[O:11])[C@H:7]([C:16]([OH:18])=O)[CH2:6]1)(=[O:3])[CH3:2].[NH2:19][C:20]1[CH:21]=[C:22]([CH:29]=[CH:30][CH:31]=1)[C:23]([O:25][CH2:26][CH:27]=[CH2:28])=[O:24].C(OC1C=CC2C(=CC=CC=2)N1C(OCC)=O)C. The catalyst is C1(C)C=CC=CC=1.C(OCC)(=O)C. The product is [C:1]([S:4][C@@H:5]1[CH2:9][N:8]([C:10]([O:12][CH2:13][CH:14]=[CH2:15])=[O:11])[C@H:7]([C:16](=[O:18])[NH:19][C:20]2[CH:31]=[CH:30][CH:29]=[C:22]([C:23]([O:25][CH2:26][CH:27]=[CH2:28])=[O:24])[CH:21]=2)[CH2:6]1)(=[O:3])[CH3:2]. The yield is 1.00.